This data is from Catalyst prediction with 721,799 reactions and 888 catalyst types from USPTO. The task is: Predict which catalyst facilitates the given reaction. (1) Reactant: [C:1]([O:5][C:6]([N:8]1[CH2:13][CH2:12][CH:11]([CH2:14][NH:15][C:16]2[C:21]([C:22]([O:24]CC)=[O:23])=[CH:20][N:19]=[C:18]([Cl:27])[N:17]=2)[CH2:10][CH2:9]1)=[O:7])([CH3:4])([CH3:3])[CH3:2].[Li+].[OH-].O.Cl. Product: [C:1]([O:5][C:6]([N:8]1[CH2:13][CH2:12][CH:11]([CH2:14][NH:15][C:16]2[C:21]([C:22]([OH:24])=[O:23])=[CH:20][N:19]=[C:18]([Cl:27])[N:17]=2)[CH2:10][CH2:9]1)=[O:7])([CH3:4])([CH3:2])[CH3:3]. The catalyst class is: 1. (2) Reactant: [Mg].II.[F:4][C:5]1[CH:12]=[CH:11][CH:10]=[CH:9][C:6]=1[CH2:7]Cl.CN(C)[C:15]([CH:17]1[CH2:19][CH2:18]1)=[O:16]. Product: [F:4][C:5]1[CH:12]=[CH:11][CH:10]=[CH:9][C:6]=1[CH2:7][C:15]([CH:17]1[CH2:19][CH2:18]1)=[O:16]. The catalyst class is: 305. (3) Product: [N:3]1[NH:4][N:5]=[C:6]([O:8][CH2:9][CH2:10][CH2:11][C:12]([OH:14])=[O:13])[CH:7]=1. Reactant: [OH-].[Na+].[N:3]1[NH:4][N:5]=[C:6]([O:8][CH2:9][CH2:10][CH2:11][C:12]([O:14]C)=[O:13])[CH:7]=1.Cl. The catalyst class is: 8. (4) Reactant: [NH:1]([C:13]([O:15][CH2:16][C:17]1[CH:22]=[CH:21][CH:20]=[CH:19][CH:18]=1)=[O:14])[C@H:2]([C:10]([OH:12])=O)[CH2:3][C:4]1[CH:9]=[CH:8][CH:7]=[CH:6][CH:5]=1.ON1C2C=CC=CC=2N=N1.Cl.C(N=C=NCCCN(C)C)C.CCN(C(C)C)C(C)C.[NH2:54][C@@H:55]([CH:67]([CH3:69])[CH3:68])[C:56]([NH:58][C@@H:59]([CH:64]([CH3:66])[CH3:65])[C:60]([O:62][CH3:63])=[O:61])=[O:57].C([O-])(O)=O.[Na+]. Product: [CH2:16]([O:15][C:13]([NH:1][C@@H:2]([CH2:3][C:4]1[CH:5]=[CH:6][CH:7]=[CH:8][CH:9]=1)[C:10]([NH:54][C@@H:55]([CH:67]([CH3:69])[CH3:68])[C:56]([NH:58][C@@H:59]([CH:64]([CH3:65])[CH3:66])[C:60]([O:62][CH3:63])=[O:61])=[O:57])=[O:12])=[O:14])[C:17]1[CH:22]=[CH:21][CH:20]=[CH:19][CH:18]=1. The catalyst class is: 3. (5) Reactant: C[O:2][C:3](=O)[C:4]([CH3:11])([C:6]1[S:7][CH:8]=[CH:9][CH:10]=1)[CH3:5].C([Al]CC(C)C)C(C)C.C1(C)C=CC=CC=1. Product: [CH3:5][C:4]([C:6]1[S:7][CH:8]=[CH:9][CH:10]=1)([CH3:11])[CH2:3][OH:2]. The catalyst class is: 2. (6) Product: [Cl:1][C:2]1[CH:3]=[C:4]([NH:16][C:17]2[C:22]([C:23]#[N:24])=[CH:21][N:20]=[C:19]3[S:25][C:26]4[CH2:27][NH:28][CH2:29][CH2:30][C:31]=4[C:18]=23)[CH:5]=[CH:6][C:7]=1[O:8][CH2:9][C:10]1[CH:15]=[CH:14][CH:13]=[CH:12][N:11]=1. Reactant: [Cl:1][C:2]1[CH:3]=[C:4]([NH:16][C:17]2[C:22]([C:23]#[N:24])=[CH:21][N:20]=[C:19]3[S:25][C:26]4[CH2:27][N:28](C(OC(C)(C)C)=O)[CH2:29][CH2:30][C:31]=4[C:18]=23)[CH:5]=[CH:6][C:7]=1[O:8][CH2:9][C:10]1[CH:15]=[CH:14][CH:13]=[CH:12][N:11]=1.Cl.O1CCOCC1. The catalyst class is: 41. (7) Reactant: Br[C:2]1[N:3]([CH2:21][C:22]([O:24][C:25]([CH3:28])([CH3:27])[CH3:26])=[O:23])[C:4]2[C:9]([C:10]=1[CH:11]1[CH2:16][CH2:15][CH2:14][CH2:13][CH2:12]1)=[CH:8][CH:7]=[C:6]([C:17]([O:19][CH3:20])=[O:18])[CH:5]=2.C([O-])([O-])=O.[Na+].[Na+].CC1(C)C(C)(C)OB([C:43]2[CH:48]=[CH:47][CH:46]=[CH:45][C:44]=2[NH:49][C:50](=[O:56])[O:51][C:52]([CH3:55])([CH3:54])[CH3:53])O1. Product: [C:52]([O:51][C:50]([NH:49][C:44]1[CH:45]=[CH:46][CH:47]=[CH:48][C:43]=1[C:2]1[N:3]([CH2:21][C:22]([O:24][C:25]([CH3:27])([CH3:26])[CH3:28])=[O:23])[C:4]2[C:9]([C:10]=1[CH:11]1[CH2:16][CH2:15][CH2:14][CH2:13][CH2:12]1)=[CH:8][CH:7]=[C:6]([C:17]([O:19][CH3:20])=[O:18])[CH:5]=2)=[O:56])([CH3:55])([CH3:53])[CH3:54]. The catalyst class is: 184.